Dataset: Forward reaction prediction with 1.9M reactions from USPTO patents (1976-2016). Task: Predict the product of the given reaction. Given the reactants [CH2:1]([O:3][C:4](=[O:13])[C:5]1[CH:10]=[C:9]([OH:11])[CH:8]=[C:7]([OH:12])[CH:6]=1)[CH3:2].C([O-])=O.[Na+], predict the reaction product. The product is: [OH:12][C:7]1[CH2:6][CH:5]([C:4]([O:3][CH2:1][CH3:2])=[O:13])[CH2:10][C:9](=[O:11])[CH:8]=1.